Dataset: Catalyst prediction with 721,799 reactions and 888 catalyst types from USPTO. Task: Predict which catalyst facilitates the given reaction. (1) Product: [O:1]=[C:2]([N:20]1[CH2:24][CH2:23][CH2:22][CH2:21]1)[C@H:3]([N:6]1[C:17](=[O:18])[C:16]2=[CH:15][NH:14][C:10]3[C:9]2=[C:8]([CH:13]=[CH:12][N:11]=3)[CH2:7]1)[CH2:4][CH3:5]. The catalyst class is: 9. Reactant: [O:1]=[C:2]([N:20]1[CH2:24][CH2:23][CH2:22][CH2:21]1)[C@@H:3]([NH:6][CH2:7][C:8]1[CH:13]=[CH:12][N:11]=[C:10]2[NH:14][CH:15]=[C:16]([C:17](O)=[O:18])[C:9]=12)[CH2:4][CH3:5].CN(C(ON1N=NC2C=CC=NC1=2)=[N+](C)C)C.F[P-](F)(F)(F)(F)F.CN1CCOCC1. (2) Reactant: [Cl:1][C:2]1[N:10]=[C:9]2[C:5]([N:6]=[CH:7][N:8]2[CH:11]2[CH2:15][CH2:14][CH2:13][CH2:12]2)=[C:4](Cl)[N:3]=1.[NH2:17][CH2:18][CH2:19][O:20][CH2:21][CH2:22][OH:23]. Product: [Cl:1][C:2]1[N:10]=[C:9]2[C:5]([N:6]=[CH:7][N:8]2[CH:11]2[CH2:15][CH2:14][CH2:13][CH2:12]2)=[C:4]([NH:17][CH2:18][CH2:19][O:20][CH2:21][CH2:22][OH:23])[N:3]=1. The catalyst class is: 66. (3) Reactant: [F:1][C:2]1[CH:34]=[CH:33][C:5]([CH2:6][O:7][C:8]2[CH:9]=[CH:10][C:11]([O:14][C:15]3[C:20]([CH3:21])=[CH:19][C:18](/[CH:22]=[CH:23]/[C:24]([N:26]4[CH2:31][CH2:30][NH:29][CH2:28][CH2:27]4)=[O:25])=[CH:17][C:16]=3[CH3:32])=[N:12][CH:13]=2)=[CH:4][CH:3]=1.[CH3:35][C:36]1[CH:41]=[CH:40][C:39]([O:42][CH2:43]/[CH:44]=[CH:45]/[C:46]2[CH:51]=[CH:50][C:49]([CH2:52]Cl)=[CH:48][C:47]=2[CH3:54])=[CH:38][CH:37]=1.CCN(C(C)C)C(C)C. Product: [F:1][C:2]1[CH:34]=[CH:33][C:5]([CH2:6][O:7][C:8]2[CH:9]=[CH:10][C:11]([O:14][C:15]3[C:20]([CH3:21])=[CH:19][C:18](/[CH:22]=[CH:23]/[C:24]([N:26]4[CH2:31][CH2:30][N:29]([CH2:52][C:49]5[CH:50]=[CH:51][C:46](/[CH:45]=[CH:44]/[CH2:43][O:42][C:39]6[CH:38]=[CH:37][C:36]([CH3:35])=[CH:41][CH:40]=6)=[C:47]([CH3:54])[CH:48]=5)[CH2:28][CH2:27]4)=[O:25])=[CH:17][C:16]=3[CH3:32])=[N:12][CH:13]=2)=[CH:4][CH:3]=1. The catalyst class is: 3. (4) Reactant: CC1(C)OC(CS([C:11]2[CH:17]=[CH:16][C:14]([CH3:15])=[CH:13][CH:12]=2)(=O)=O)CO1.CC1(C)[O:24][CH:23]([CH2:25][OH:26])[CH2:22]O1.CC[N:30]([CH2:33][CH3:34])[CH2:31][CH3:32].[C:35]1(C)C=CC(S(Cl)(=O)=O)=CC=1. Product: [CH2:15]([CH:35]1[CH2:32][CH2:31][N:30]([CH2:22][CH:23]([OH:24])[CH2:25][OH:26])[CH2:33][CH2:34]1)[C:14]1[CH:13]=[CH:12][CH:11]=[CH:17][CH:16]=1. The catalyst class is: 2. (5) Reactant: Br[C:2]1[CH:3]=[C:4]2[C:10]([C:11]3[C:12]([CH3:24])=[N:13][N:14]([CH2:16][C:17]4[CH:22]=[CH:21][CH:20]=[C:19]([F:23])[CH:18]=4)[CH:15]=3)=[CH:9][N:8]([S:25]([C:28]3[CH:34]=[CH:33][C:31]([CH3:32])=[CH:30][CH:29]=3)(=[O:27])=[O:26])[C:5]2=[N:6][CH:7]=1.[F:35][C:36]1[CH:41]=[C:40](B2OC(C)(C)C(C)(C)O2)[CH:39]=[CH:38][C:37]=1[C:51]1[CH2:56][CH2:55][N:54]([C:57]([O:59][C:60]([CH3:63])([CH3:62])[CH3:61])=[O:58])[CH2:53][CH:52]=1.C(=O)([O-])[O-].[Na+].[Na+]. Product: [F:35][C:36]1[CH:41]=[C:40]([C:2]2[CH:3]=[C:4]3[C:10]([C:11]4[C:12]([CH3:24])=[N:13][N:14]([CH2:16][C:17]5[CH:22]=[CH:21][CH:20]=[C:19]([F:23])[CH:18]=5)[CH:15]=4)=[CH:9][N:8]([S:25]([C:28]4[CH:29]=[CH:30][C:31]([CH3:32])=[CH:33][CH:34]=4)(=[O:26])=[O:27])[C:5]3=[N:6][CH:7]=2)[CH:39]=[CH:38][C:37]=1[C:51]1[CH2:56][CH2:55][N:54]([C:57]([O:59][C:60]([CH3:63])([CH3:62])[CH3:61])=[O:58])[CH2:53][CH:52]=1. The catalyst class is: 600. (6) Reactant: [Cl:1][C:2]1[CH:7]=[CH:6][C:5]([S:8]([NH:11][C@H:12]2[CH2:17][CH2:16][CH2:15][CH2:14][C@@H:13]2[OH:18])(=[O:10])=[O:9])=[CH:4][CH:3]=1.Br[CH2:20][C:21]1[CH:30]=[CH:29][C:24]([C:25]([O:27][CH3:28])=[O:26])=[CH:23][CH:22]=1.C(=O)([O-])[O-].[Cs+].[Cs+].O. Product: [Cl:1][C:2]1[CH:7]=[CH:6][C:5]([S:8]([N:11]([CH2:20][C:21]2[CH:30]=[CH:29][C:24]([C:25]([O:27][CH3:28])=[O:26])=[CH:23][CH:22]=2)[C@H:12]2[CH2:17][CH2:16][CH2:15][CH2:14][C@@H:13]2[OH:18])(=[O:9])=[O:10])=[CH:4][CH:3]=1. The catalyst class is: 3. (7) Reactant: ClC(Cl)(Cl)C[O:4][C:5](=O)[NH:6][C:7]1[N:8]([C:18]2[CH:23]=[CH:22][C:21]([CH3:24])=[CH:20][CH:19]=2)[N:9]=[C:10]([C:12]([CH2:16][F:17])([CH3:15])[CH2:13][F:14])[CH:11]=1.CCN(C(C)C)C(C)C.[C:37]([O:41][C:42]([N:44]1[CH2:49][CH2:48][N:47]([C:50]2[CH:55]=[CH:54][C:53]([NH2:56])=[C:52]([CH3:57])[N:51]=2)[CH2:46][CH2:45]1)=[O:43])([CH3:40])([CH3:39])[CH3:38].O. Product: [C:37]([O:41][C:42]([N:44]1[CH2:49][CH2:48][N:47]([C:50]2[CH:55]=[CH:54][C:53]([NH:56][C:5]([NH:6][C:7]3[N:8]([C:18]4[CH:23]=[CH:22][C:21]([CH3:24])=[CH:20][CH:19]=4)[N:9]=[C:10]([C:12]([CH2:13][F:14])([CH3:15])[CH2:16][F:17])[CH:11]=3)=[O:4])=[C:52]([CH3:57])[N:51]=2)[CH2:46][CH2:45]1)=[O:43])([CH3:40])([CH3:39])[CH3:38]. The catalyst class is: 16. (8) Reactant: [CH2:1]([O:3][CH:4]([O:18][CH2:19][CH3:20])[CH2:5][CH2:6][CH2:7][NH:8][CH2:9][C:10]1[CH:17]=[CH:16][C:13]([C:14]#[N:15])=[CH:12][CH:11]=1)[CH3:2].[C:21]([BH3-])#N.[Na+].C=O.C(O)(=O)C. Product: [CH2:19]([O:18][CH:4]([O:3][CH2:1][CH3:2])[CH2:5][CH2:6][CH2:7][N:8]([CH2:9][C:10]1[CH:11]=[CH:12][C:13]([C:14]#[N:15])=[CH:16][CH:17]=1)[CH3:21])[CH3:20]. The catalyst class is: 5. (9) Reactant: [Cl:1][C:2]1[CH:3]=[C:4]([NH:16][C:17]2[C:26]3[C:21](=[CH:22][C:23]([O:30][CH3:31])=[C:24]([N+:27]([O-])=O)[CH:25]=3)[N:20]=[CH:19][N:18]=2)[CH:5]=[CH:6][C:7]=1[O:8][CH2:9][C:10]1[CH:15]=[CH:14][CH:13]=[CH:12][N:11]=1.C(O)(=O)C.C(O)C. Product: [Cl:1][C:2]1[CH:3]=[C:4]([NH:16][C:17]2[C:26]3[C:21](=[CH:22][C:23]([O:30][CH3:31])=[C:24]([NH2:27])[CH:25]=3)[N:20]=[CH:19][N:18]=2)[CH:5]=[CH:6][C:7]=1[O:8][CH2:9][C:10]1[CH:15]=[CH:14][CH:13]=[CH:12][N:11]=1. The catalyst class is: 150. (10) Reactant: [CH2:1]([C:3]1[CH:12]=[CH:11][C:10]2[C:5](=[CH:6][CH:7]=[CH:8][CH:9]=2)[CH:4]=1)[CH3:2].[CH:13]1C=CC=C[CH:14]=1. Product: [CH2:1]([C:3]1[CH:12]=[CH:11][C:10]2[C:5](=[CH:6][CH:7]=[CH:8][CH:9]=2)[C:4]=1[CH2:13][CH3:14])[CH3:2]. The catalyst class is: 6.